From a dataset of NCI-60 drug combinations with 297,098 pairs across 59 cell lines. Regression. Given two drug SMILES strings and cell line genomic features, predict the synergy score measuring deviation from expected non-interaction effect. (1) Drug 1: C1CCC(C1)C(CC#N)N2C=C(C=N2)C3=C4C=CNC4=NC=N3. Drug 2: CN1C2=C(C=C(C=C2)N(CCCl)CCCl)N=C1CCCC(=O)O.Cl. Cell line: NCI-H322M. Synergy scores: CSS=-6.12, Synergy_ZIP=1.45, Synergy_Bliss=-1.86, Synergy_Loewe=-3.33, Synergy_HSA=-3.07. (2) Drug 1: C(CN)CNCCSP(=O)(O)O. Drug 2: CC1C(C(CC(O1)OC2CC(CC3=C2C(=C4C(=C3O)C(=O)C5=C(C4=O)C(=CC=C5)OC)O)(C(=O)CO)O)N)O.Cl. Cell line: U251. Synergy scores: CSS=41.3, Synergy_ZIP=2.98, Synergy_Bliss=3.00, Synergy_Loewe=-33.6, Synergy_HSA=1.51. (3) Synergy scores: CSS=2.99, Synergy_ZIP=-2.42, Synergy_Bliss=-1.39, Synergy_Loewe=-5.53, Synergy_HSA=-1.91. Cell line: NCI-H322M. Drug 1: CC1CCC2CC(C(=CC=CC=CC(CC(C(=O)C(C(C(=CC(C(=O)CC(OC(=O)C3CCCCN3C(=O)C(=O)C1(O2)O)C(C)CC4CCC(C(C4)OC)OCCO)C)C)O)OC)C)C)C)OC. Drug 2: CC(C)CN1C=NC2=C1C3=CC=CC=C3N=C2N.